From a dataset of Forward reaction prediction with 1.9M reactions from USPTO patents (1976-2016). Predict the product of the given reaction. (1) Given the reactants I[C:2]1[CH:7]=[CH:6][C:5]([CH:8]2[CH2:10][CH:9]2[C:11]([O:13][CH3:14])=[O:12])=[CH:4][CH:3]=1.C(P(C(C)(C)C)C1N(C2C=CC=CC=2)C2C(C=1)=CC=CC=2)(C)(C)C.[CH3:39][Si:40]([C:43]#[CH:44])([CH3:42])[CH3:41], predict the reaction product. The product is: [CH3:39][Si:40]([C:43]#[C:44][C:2]1[CH:7]=[CH:6][C:5]([CH:8]2[CH2:10][CH:9]2[C:11]([O:13][CH3:14])=[O:12])=[CH:4][CH:3]=1)([CH3:42])[CH3:41]. (2) Given the reactants [Br:1][C:2]1[C:10]2[N:9]=[N:8][N:7]([CH2:11][CH:12]3[CH2:14][CH2:13]3)[C:6]=2[CH:5]=[CH:4][C:3]=1[O:15][C:16]1[C:21]([CH:22]=O)=[CH:20][C:19]([Cl:24])=[CH:18][N:17]=1.[CH3:25][S:26]([N:29]1[CH2:34][CH2:33][NH:32][CH2:31][CH2:30]1)(=[O:28])=[O:27].C(O)(=O)C.C(O[BH-](OC(=O)C)OC(=O)C)(=O)C.[Na+], predict the reaction product. The product is: [Br:1][C:2]1[C:10]2[N:9]=[N:8][N:7]([CH2:11][CH:12]3[CH2:14][CH2:13]3)[C:6]=2[CH:5]=[CH:4][C:3]=1[O:15][C:16]1[C:21]([CH2:22][N:32]2[CH2:33][CH2:34][N:29]([S:26]([CH3:25])(=[O:28])=[O:27])[CH2:30][CH2:31]2)=[CH:20][C:19]([Cl:24])=[CH:18][N:17]=1. (3) Given the reactants [Cl:1][C:2]1[CH:7]=[C:6]([Cl:8])[CH:5]=[CH:4][C:3]=1[N:9]1[C:14]2=[N:15][C:16]3[C:17](=[C:18]([C:22]([OH:24])=O)[CH:19]=[CH:20][CH:21]=3)[N:13]2[CH2:12][CH2:11][CH2:10]1.ON1C2C=CC=CC=2N=N1.Cl.C(N=C=NCCCN(C)C)C.Cl.[OH:48][CH:49]1[CH2:52][NH:51][CH2:50]1, predict the reaction product. The product is: [Cl:1][C:2]1[CH:7]=[C:6]([Cl:8])[CH:5]=[CH:4][C:3]=1[N:9]1[C:14]2=[N:15][C:16]3[CH:21]=[CH:20][CH:19]=[C:18]([C:22]([N:51]4[CH2:52][CH:49]([OH:48])[CH2:50]4)=[O:24])[C:17]=3[N:13]2[CH2:12][CH2:11][CH2:10]1. (4) The product is: [F:25][C:26]1[CH:27]=[CH:28][C:29]([C:32]([C:34]2[N:1]([C@H:4]3[CH2:24][N:8]4[C:9]5[C:14]([C:15]([CH2:16][C:17]([OH:19])=[O:18])=[C:7]4[CH2:6][CH2:5]3)=[CH:13][CH:12]=[CH:11][CH:10]=5)[N:2]=[N:3][CH:35]=2)([OH:36])[CH3:33])=[CH:30][CH:31]=1. Given the reactants [N:1]([CH:4]1[CH2:24][N:8]2[C:9]3[C:14]([C:15]([CH2:16][C:17]([O:19]CCC)=[O:18])=[C:7]2[CH2:6][CH2:5]1)=[CH:13][CH:12]=[CH:11][C:10]=3F)=[N+:2]=[N-:3].[F:25][C:26]1[CH:31]=[CH:30][C:29]([C:32]([OH:36])([C:34]#[CH:35])[CH3:33])=[CH:28][CH:27]=1, predict the reaction product. (5) Given the reactants Cl[CH2:2][CH2:3][O:4][C:5]1[C:14]2[C:9](=[CH:10][CH:11]=[CH:12][CH:13]=2)[C:8]([NH:15][C:16](=[O:30])[C:17]2[CH:22]=[C:21]([N:23]3[CH2:28][CH2:27][CH2:26][CH2:25][CH2:24]3)[CH:20]=[C:19]([F:29])[CH:18]=2)=[CH:7][CH:6]=1.[OH:31][CH:32]1[CH2:37][CH2:36][NH:35][CH2:34][CH2:33]1.C(OCC)(=O)C, predict the reaction product. The product is: [F:29][C:19]1[CH:18]=[C:17]([CH:22]=[C:21]([N:23]2[CH2:28][CH2:27][CH2:26][CH2:25][CH2:24]2)[CH:20]=1)[C:16]([NH:15][C:8]1[C:9]2[C:14](=[CH:13][CH:12]=[CH:11][CH:10]=2)[C:5]([O:4][CH2:3][CH2:2][N:35]2[CH2:36][CH2:37][CH:32]([OH:31])[CH2:33][CH2:34]2)=[CH:6][CH:7]=1)=[O:30].